This data is from Forward reaction prediction with 1.9M reactions from USPTO patents (1976-2016). The task is: Predict the product of the given reaction. Given the reactants [CH:1]1[C:10]2[C:5](=[CH:6][CH:7]=[CH:8][CH:9]=2)[CH:4]=[CH:3][C:2]=1[O:11][CH2:12][CH:13]([OH:26])[CH2:14][O:15][C:16]1[CH:25]=[CH:24][C:23]2[C:18](=[CH:19][CH:20]=[CH:21][CH:22]=2)[CH:17]=1.C(N(CC)CC)C.[C:34](Cl)(=[O:37])[CH:35]=[CH2:36], predict the reaction product. The product is: [C:34]([O:26][CH:13]([CH2:14][O:15][C:16]1[CH:25]=[CH:24][C:23]2[C:18](=[CH:19][CH:20]=[CH:21][CH:22]=2)[CH:17]=1)[CH2:12][O:11][C:2]1[CH:3]=[CH:4][C:5]2[C:10](=[CH:9][CH:8]=[CH:7][CH:6]=2)[CH:1]=1)(=[O:37])[CH:35]=[CH2:36].